This data is from Reaction yield outcomes from USPTO patents with 853,638 reactions. The task is: Predict the reaction yield, written as a fraction of the theoretical maximum amount of product (1.0 means a 100% yield; for example, 0.34 means a 34% yield). (1) The reactants are [Cl:1][C:2]1[N:3]=[C:4](Cl)[C:5]2[C:10]([I:11])=[CH:9][N:8]([CH2:12][O:13][CH2:14][CH2:15][Si:16]([CH3:19])([CH3:18])[CH3:17])[C:6]=2[N:7]=1.[O:21]1[CH2:26][CH2:25][CH:24]([OH:27])[CH2:23][CH2:22]1.CC(C)([O-])C.[Na+]. The catalyst is O1CCOCC1. The product is [Cl:1][C:2]1[N:3]=[C:4]([O:27][CH:24]2[CH2:25][CH2:26][O:21][CH2:22][CH2:23]2)[C:5]2[C:10]([I:11])=[CH:9][N:8]([CH2:12][O:13][CH2:14][CH2:15][Si:16]([CH3:19])([CH3:18])[CH3:17])[C:6]=2[N:7]=1. The yield is 0.860. (2) The reactants are [C:1]([C:3]1[CH:4]=[C:5]([CH:10]=[CH:11][C:12]=1[OH:13])[C:6]([O:8][CH3:9])=[O:7])#[N:2].Br[CH:15]([CH3:17])[CH3:16].C(=O)([O-])[O-].[K+].[K+]. The catalyst is CN(C=O)C. The product is [C:1]([C:3]1[CH:4]=[C:5]([CH:10]=[CH:11][C:12]=1[O:13][CH:15]([CH3:17])[CH3:16])[C:6]([O:8][CH3:9])=[O:7])#[N:2]. The yield is 0.990. (3) The reactants are [OH:1][C:2]1[CH:7]=[CH:6][C:5]([S:8][C:9]2[S:10][C:11]([CH2:20][CH2:21][C:22]([O:24][CH3:25])=[O:23])=[C:12]([C:14]3[CH:19]=[CH:18][CH:17]=[CH:16][CH:15]=3)[N:13]=2)=[CH:4][CH:3]=1.Cl[CH2:27][C:28]1[N:29]=[C:30]([C:34]2[CH:39]=[CH:38][CH:37]=[CH:36][CH:35]=2)[O:31][C:32]=1[CH3:33].C(=O)([O-])[O-].[K+].[K+].CN(C)C=O. The catalyst is O. The product is [CH3:33][C:32]1[O:31][C:30]([C:34]2[CH:35]=[CH:36][CH:37]=[CH:38][CH:39]=2)=[N:29][C:28]=1[CH2:27][O:1][C:2]1[CH:7]=[CH:6][C:5]([S:8][C:9]2[S:10][C:11]([CH2:20][CH2:21][C:22]([O:24][CH3:25])=[O:23])=[C:12]([C:14]3[CH:19]=[CH:18][CH:17]=[CH:16][CH:15]=3)[N:13]=2)=[CH:4][CH:3]=1. The yield is 0.780. (4) The reactants are C([Li])CCC.CCCCCC.[N:12]1[CH:17]=[CH:16][C:15]([CH3:18])=[CH:14][C:13]=1[CH3:19].C(NCC)C.[CH3:25][N:26]([CH:28]=O)[CH3:27].[Cl-].[NH4+]. The catalyst is O1CCCC1. The product is [CH3:25][N:26]([CH3:28])[CH:27]=[CH:18][C:15]1[CH:16]=[CH:17][N:12]=[C:13]([CH3:19])[CH:14]=1. The yield is 0.990. (5) The reactants are [CH2:1]([NH:8][C:9]1[N:17]=[C:16]([Cl:18])[CH:15]=[CH:14][C:10]=1[C:11]([NH2:13])=O)[C:2]1[CH:7]=[CH:6][CH:5]=[CH:4][CH:3]=1.N1C=CC=CC=1.O=P(Cl)(Cl)Cl.[OH-].[Na+]. The catalyst is C(#N)C.CCOC(C)=O. The product is [CH2:1]([NH:8][C:9]1[N:17]=[C:16]([Cl:18])[CH:15]=[CH:14][C:10]=1[C:11]#[N:13])[C:2]1[CH:3]=[CH:4][CH:5]=[CH:6][CH:7]=1. The yield is 0.420. (6) The product is [CH3:22][N:10]1[CH:11]=[C:7]([C:1]2[CH:2]=[CH:3][CH:4]=[CH:5][CH:6]=2)[N:8]=[C:9]1[C@H:12]1[CH2:13][CH2:14][C@H:15]([C:18]([O:20][CH3:21])=[O:19])[CH2:16][CH2:17]1. The yield is 0.560. The catalyst is CC(C)=O. The reactants are [C:1]1([C:7]2[N:8]=[C:9]([C@H:12]3[CH2:17][CH2:16][C@H:15]([C:18]([O:20][CH3:21])=[O:19])[CH2:14][CH2:13]3)[NH:10][CH:11]=2)[CH:6]=[CH:5][CH:4]=[CH:3][CH:2]=1.[C:22](=O)([O-])[O-].[K+].[K+].S(OC)(OC)(=O)=O. (7) The reactants are [H-].[Al+3].[Li+].[H-].[H-].[H-].[CH3:7][C:8]1[N:9]=[C:10]([NH:13][C:14]2[CH:24]=[C:23]([O:25][C:26]3[CH:31]=[CH:30][CH:29]=[CH:28][CH:27]=3)[C:17]([C:18](OCC)=[O:19])=[CH:16][N:15]=2)[S:11][CH:12]=1. The catalyst is CCOCC.C1COCC1. The product is [CH3:7][C:8]1[N:9]=[C:10]([NH:13][C:14]2[N:15]=[CH:16][C:17]([CH2:18][OH:19])=[C:23]([O:25][C:26]3[CH:31]=[CH:30][CH:29]=[CH:28][CH:27]=3)[CH:24]=2)[S:11][CH:12]=1. The yield is 0.660.